From a dataset of HIV replication inhibition screening data with 41,000+ compounds from the AIDS Antiviral Screen. Binary Classification. Given a drug SMILES string, predict its activity (active/inactive) in a high-throughput screening assay against a specified biological target. (1) The result is 0 (inactive). The molecule is OC(c1ccc2c(c1)OCO2)c1ccc2c(c1)OCO2. (2) The molecule is Nc1c(N=Nc2ccc(C=Cc3ccc(N=Nc4ccc5cc(S(=O)(=O)O)ccc5c4N)cc3S(=O)(=O)O)c(S(=O)(=O)O)c2)ccc2cc(S(=O)(=O)O)ccc12.[NaH]. The result is 1 (active).